Dataset: Catalyst prediction with 721,799 reactions and 888 catalyst types from USPTO. Task: Predict which catalyst facilitates the given reaction. (1) Reactant: [CH2:1]([S:8][C:9](=[S:15])[NH:10][CH2:11][C:12]([Cl:14])=[CH2:13])[C:2]1[CH:7]=[CH:6][CH:5]=[CH:4][CH:3]=1.[Br:16]Br. Product: [BrH:16].[CH2:1]([S:8][C:9]1[S:15][C:12]([CH2:13][Br:16])([Cl:14])[CH2:11][N:10]=1)[C:2]1[CH:7]=[CH:6][CH:5]=[CH:4][CH:3]=1.[BrH:16]. The catalyst class is: 13. (2) Reactant: [OH-].[Na+].[F:3][C:4]1[CH:9]=[CH:8][C:7]([NH:10][C:11]2[N:16]=[CH:15][C:14]3[CH:17]=[C:18]([C:24]4[CH:25]=[N:26][N:27](C(OC(C)(C)C)=O)[CH:28]=4)[N:19]([S:20]([CH3:23])(=[O:22])=[O:21])[C:13]=3[CH:12]=2)=[CH:6][CH:5]=1.ClC1N=CC2C=C(C3C=NN(C(OC(C)(C)C)=O)C=3)N(S(C)(=O)=O)C=2C=1. Product: [F:3][C:4]1[CH:5]=[CH:6][C:7]([NH:10][C:11]2[N:16]=[CH:15][C:14]3[CH:17]=[C:18]([C:24]4[CH:25]=[N:26][NH:27][CH:28]=4)[N:19]([S:20]([CH3:23])(=[O:21])=[O:22])[C:13]=3[CH:12]=2)=[CH:8][CH:9]=1. The catalyst class is: 14. (3) Reactant: O[C:2]1[C:11]2[C:6](=[CH:7][C:8]([O:14][CH3:15])=[C:9]([O:12][CH3:13])[CH:10]=2)[N:5]=[N:4][CH:3]=1.S(Cl)([Cl:18])=O. Product: [ClH:18].[Cl:18][C:2]1[C:11]2[C:6](=[CH:7][C:8]([O:14][CH3:15])=[C:9]([O:12][CH3:13])[CH:10]=2)[N:5]=[N:4][CH:3]=1. The catalyst class is: 3.